Dataset: Forward reaction prediction with 1.9M reactions from USPTO patents (1976-2016). Task: Predict the product of the given reaction. Given the reactants [Cl:1][C:2]1[CH:7]=[CH:6][C:5]([S:8](Cl)(=[O:10])=[O:9])=[CH:4][CH:3]=1.[CH2:12]([O:14][C:15]([CH:17]1[CH2:27][CH:26]2[N:28]([S:29]([C:32]3[CH:37]=[CH:36][C:35]([Cl:38])=[CH:34][CH:33]=3)(=[O:31])=[O:30])[CH:19]([CH2:20][C:21]3[NH:22][N:23]=[CH:24][C:25]=32)[CH2:18]1)=[O:16])[CH3:13], predict the reaction product. The product is: [Cl:1][C:2]1[CH:7]=[CH:6][C:5]([S:8]([N:22]2[C:21]3[CH2:20][CH:19]4[N:28]([S:29]([C:32]5[CH:37]=[CH:36][C:35]([Cl:38])=[CH:34][CH:33]=5)(=[O:31])=[O:30])[CH:26]([C:25]=3[CH:24]=[N:23]2)[CH2:27][CH:17]([C:15]([O:14][CH2:12][CH3:13])=[O:16])[CH2:18]4)(=[O:10])=[O:9])=[CH:4][CH:3]=1.[Cl:1][C:2]1[CH:7]=[CH:6][C:5]([S:8]([N:23]2[CH:24]=[C:25]3[CH:26]4[N:28]([S:29]([C:32]5[CH:37]=[CH:36][C:35]([Cl:38])=[CH:34][CH:33]=5)(=[O:30])=[O:31])[CH:19]([CH2:20][C:21]3=[N:22]2)[CH2:18][CH:17]([C:15]([O:14][CH2:12][CH3:13])=[O:16])[CH2:27]4)(=[O:10])=[O:9])=[CH:4][CH:3]=1.